Dataset: Catalyst prediction with 721,799 reactions and 888 catalyst types from USPTO. Task: Predict which catalyst facilitates the given reaction. Reactant: [Cl:1][C:2]1[CH:7]=[CH:6][C:5]([NH:8]C(=O)C(C)(C)C)=[C:4]([C:15](=[O:29])[C:16]2[CH:21]=[CH:20][CH:19]=[C:18]([O:22][C:23]([F:26])([F:25])[F:24])[C:17]=2[O:27][CH3:28])[CH:3]=1.[OH-].[Na+]. Product: [NH2:8][C:5]1[CH:6]=[CH:7][C:2]([Cl:1])=[CH:3][C:4]=1[C:15]([C:16]1[CH:21]=[CH:20][CH:19]=[C:18]([O:22][C:23]([F:24])([F:25])[F:26])[C:17]=1[O:27][CH3:28])=[O:29]. The catalyst class is: 8.